This data is from NCI-60 drug combinations with 297,098 pairs across 59 cell lines. The task is: Regression. Given two drug SMILES strings and cell line genomic features, predict the synergy score measuring deviation from expected non-interaction effect. (1) Drug 1: C1=NNC2=C1C(=O)NC=N2. Drug 2: N.N.Cl[Pt+2]Cl. Cell line: SN12C. Synergy scores: CSS=20.4, Synergy_ZIP=-7.09, Synergy_Bliss=-2.48, Synergy_Loewe=-14.8, Synergy_HSA=-2.73. (2) Drug 1: C1CN1C2=NC(=NC(=N2)N3CC3)N4CC4. Drug 2: C(CCl)NC(=O)N(CCCl)N=O. Cell line: IGROV1. Synergy scores: CSS=26.7, Synergy_ZIP=-6.01, Synergy_Bliss=-2.95, Synergy_Loewe=-13.9, Synergy_HSA=-0.209. (3) Drug 1: C1C(C(OC1N2C=NC3=C(N=C(N=C32)Cl)N)CO)O. Drug 2: CC1=C(C=C(C=C1)NC(=O)C2=CC=C(C=C2)CN3CCN(CC3)C)NC4=NC=CC(=N4)C5=CN=CC=C5. Cell line: RXF 393. Synergy scores: CSS=7.16, Synergy_ZIP=-4.15, Synergy_Bliss=-1.06, Synergy_Loewe=1.85, Synergy_HSA=1.99. (4) Drug 1: COC1=C2C(=CC3=C1OC=C3)C=CC(=O)O2. Drug 2: C1CCC(C(C1)N)N.C(=O)(C(=O)[O-])[O-].[Pt+4]. Cell line: M14. Synergy scores: CSS=4.55, Synergy_ZIP=-5.93, Synergy_Bliss=-12.6, Synergy_Loewe=-22.3, Synergy_HSA=-10.9. (5) Drug 1: C1=NC2=C(N=C(N=C2N1C3C(C(C(O3)CO)O)O)F)N. Drug 2: CCCCC(=O)OCC(=O)C1(CC(C2=C(C1)C(=C3C(=C2O)C(=O)C4=C(C3=O)C=CC=C4OC)O)OC5CC(C(C(O5)C)O)NC(=O)C(F)(F)F)O. Cell line: UACC-257. Synergy scores: CSS=66.9, Synergy_ZIP=-0.337, Synergy_Bliss=1.01, Synergy_Loewe=-8.22, Synergy_HSA=1.37.